Regression. Given a peptide amino acid sequence and an MHC pseudo amino acid sequence, predict their binding affinity value. This is MHC class II binding data. From a dataset of Peptide-MHC class II binding affinity with 134,281 pairs from IEDB. (1) The peptide sequence is WAVKPKAVRQIEDQL. The MHC is DRB4_0101 with pseudo-sequence DRB4_0103. The binding affinity (normalized) is 0.572. (2) The peptide sequence is LSGSQEVEFIGYGKA. The MHC is DRB3_0301 with pseudo-sequence DRB3_0301. The binding affinity (normalized) is 0.157. (3) The peptide sequence is GAGAAPLSWSKEIYN. The MHC is DRB1_0101 with pseudo-sequence DRB1_0101. The binding affinity (normalized) is 0.273.